This data is from Reaction yield outcomes from USPTO patents with 853,638 reactions. The task is: Predict the reaction yield, written as a fraction of the theoretical maximum amount of product (1.0 means a 100% yield; for example, 0.34 means a 34% yield). (1) The reactants are [F:1][C:2]1[CH:7]=[CH:6][C:5]([S:8]([N:11]([CH3:17])[C:12](=[CH2:16])[C:13]([OH:15])=O)(=[O:10])=[O:9])=[CH:4][CH:3]=1.CCOC(OC(OCC)=O)=O.[F:29][C:30]([F:46])([F:45])[C:31]1[CH:36]=[CH:35][C:34]([C:37]2[CH:42]=[C:41]([CH2:43][NH2:44])[CH:40]=[CH:39][N:38]=2)=[CH:33][CH:32]=1. The catalyst is C1COCC1. The product is [F:1][C:2]1[CH:3]=[CH:4][C:5]([S:8]([N:11]([CH3:17])[C:12](=[CH2:16])[C:13]([NH:44][CH2:43][C:41]2[CH:40]=[CH:39][N:38]=[C:37]([C:34]3[CH:35]=[CH:36][C:31]([C:30]([F:46])([F:29])[F:45])=[CH:32][CH:33]=3)[CH:42]=2)=[O:15])(=[O:9])=[O:10])=[CH:6][CH:7]=1. The yield is 0.490. (2) The reactants are Br[C:2]1[C:7]([CH3:8])=[CH:6][C:5]([Br:9])=[CH:4][N:3]=1.[CH3:10][O-:11].[Na+].Cl. The catalyst is CO. The product is [Br:9][C:5]1[CH:6]=[C:7]([CH3:8])[C:2]([O:11][CH3:10])=[N:3][CH:4]=1. The yield is 0.890.